Dataset: Full USPTO retrosynthesis dataset with 1.9M reactions from patents (1976-2016). Task: Predict the reactants needed to synthesize the given product. (1) Given the product [Cl:23][CH2:22][CH2:21][CH2:20][CH2:19][CH2:18][CH2:17][C:16]#[C:15][C:8]#[C:9][CH2:10][CH2:11][CH2:12][CH3:13], predict the reactants needed to synthesize it. The reactants are: C(N)CCC.[BH4-].[Na+].[CH:8]#[C:9][CH2:10][CH2:11][CH2:12][CH3:13].Br[C:15]#[C:16][CH2:17][CH2:18][CH2:19][CH2:20][CH2:21][CH2:22][Cl:23]. (2) Given the product [CH:11]1([N:8]2[CH:7]=[N:6][C:5]3[C:9]2=[N:10][CH:2]=[N:3][CH:4]=3)[CH2:12][CH2:13][CH2:14][CH2:15]1, predict the reactants needed to synthesize it. The reactants are: Cl[C:2]1[N:10]=[C:9]2[C:5]([N:6]=[CH:7][N:8]2[CH:11]2[CH2:15][CH2:14][CH2:13][CH2:12]2)=[C:4](Cl)[N:3]=1.COC1C=C(C=CC=1OC)CN.